Dataset: Full USPTO retrosynthesis dataset with 1.9M reactions from patents (1976-2016). Task: Predict the reactants needed to synthesize the given product. (1) Given the product [CH3:2][NH:3][C:4]1([C:14]2[CH:15]=[CH:16][CH:17]=[CH:18][CH:19]=2)[CH2:13][CH2:12][C:7](=[O:8])[CH2:6][CH2:5]1, predict the reactants needed to synthesize it. The reactants are: Cl.[CH3:2][NH:3][C:4]1([C:14]2[CH:19]=[CH:18][CH:17]=[CH:16][CH:15]=2)[CH2:13][CH2:12][C:7]2(OCC[O:8]2)[CH2:6][CH2:5]1. (2) Given the product [C:8]1([C:6]2[O:7][C:1]([CH3:2])=[N:4][N:5]=2)[C:18]2=[C:19]3[C:14](=[CH:15][CH:16]=[CH:17]2)[CH2:13][CH2:12][CH2:11][N:10]3[CH:9]=1, predict the reactants needed to synthesize it. The reactants are: [C:1]([NH:4][NH:5][C:6]([C:8]1[C:18]2=[C:19]3[C:14](=[CH:15][CH:16]=[CH:17]2)[CH2:13][CH2:12][CH2:11][N:10]3[CH:9]=1)=[O:7])(=O)[CH3:2].CC[N+](S(N=C(OC)[O-])(=O)=O)(CC)CC. (3) Given the product [C:24]1([NH:23][C:3](=[NH:22])[CH2:4][C:5]2[CH:6]=[CH:7][C:8]3[S:13][C:12]4[N:14]=[CH:15][CH:16]=[N:17][C:11]=4[N:10]([CH2:18][O:19][CH3:20])[C:9]=3[CH:21]=2)[CH:29]=[CH:28][CH:27]=[CH:26][CH:25]=1, predict the reactants needed to synthesize it. The reactants are: CS[C:3](=[NH:22])[CH2:4][C:5]1[CH:6]=[CH:7][C:8]2[S:13][C:12]3[N:14]=[CH:15][CH:16]=[N:17][C:11]=3[N:10]([CH2:18][O:19][CH3:20])[C:9]=2[CH:21]=1.[NH2:23][C:24]1[CH:29]=[CH:28][CH:27]=[CH:26][CH:25]=1. (4) Given the product [F:1][C:2]1[CH:3]=[C:4]([N:9]2[CH2:13][C@@H:12]([CH2:14][N:15]3[CH:19]=[CH:18][N:17]=[N:16]3)[O:11][C:10]2=[O:20])[CH:5]=[CH:6][C:7]=1[C:38]1[CH:37]=[N:36][C:35]([CH2:34][O:33][C@H:29]2[CH2:28][O:27][C:26]3=[N:25][C:24]([N+:21]([O-:23])=[O:22])=[CH:32][N:31]3[CH2:30]2)=[CH:40][CH:39]=1, predict the reactants needed to synthesize it. The reactants are: [F:1][C:2]1[CH:3]=[C:4]([N:9]2[CH2:13][C@H:12]([CH2:14][N:15]3[CH:19]=[CH:18][N:17]=[N:16]3)[O:11][C:10]2=[O:20])[CH:5]=[CH:6][C:7]=1I.[N+:21]([C:24]1[N:25]=[C:26]2[N:31]([CH:32]=1)[CH2:30][C@H:29]([O:33][CH2:34][C:35]1[CH:40]=[CH:39][C:38](B3OC(C)(C)C(C)(C)O3)=[CH:37][N:36]=1)[CH2:28][O:27]2)([O-:23])=[O:22].C([O-])([O-])=O.[K+].[K+]. (5) Given the product [NH3:4].[F:1][C:2]1[CH:3]=[N:4][C:5]([O:17][C:18]2[CH:23]=[CH:22][CH:21]=[C:20]([S:24][CH3:25])[CH:19]=2)=[C:6]([CH:16]=1)[C:7]([NH:9][CH:10]1[CH2:11][CH2:12][N:13]([C:37]([CH:33]2[CH2:36][CH2:35][CH2:34]2)=[O:38])[CH2:14][CH2:15]1)=[O:8], predict the reactants needed to synthesize it. The reactants are: [F:1][C:2]1[CH:3]=[N:4][C:5]([O:17][C:18]2[CH:23]=[CH:22][CH:21]=[C:20]([S:24][CH3:25])[CH:19]=2)=[C:6]([CH:16]=1)[C:7]([NH:9][CH:10]1[CH2:15][CH2:14][NH:13][CH2:12][CH2:11]1)=[O:8].C(N(CC)CC)C.[CH:33]1([C:37](Cl)=[O:38])[CH2:36][CH2:35][CH2:34]1.Cl.CN(C)CCCN=C=NCC. (6) Given the product [CH:25]1([O:14][C:13](=[O:15])[C@@H:12]([NH:16][C:17]([O:19][C:20]([CH3:21])([CH3:23])[CH3:22])=[O:18])[CH2:11][CH2:10][C:9]([O:8][CH2:1][C:2]2[CH:7]=[CH:6][CH:5]=[CH:4][CH:3]=2)=[O:24])[CH2:29][CH2:28][CH2:27][CH2:26]1, predict the reactants needed to synthesize it. The reactants are: [CH2:1]([O:8][C:9](=[O:24])[CH2:10][CH2:11][C@H:12]([NH:16][C:17]([O:19][C:20]([CH3:23])([CH3:22])[CH3:21])=[O:18])[C:13]([OH:15])=[O:14])[C:2]1[CH:7]=[CH:6][CH:5]=[CH:4][CH:3]=1.[CH:25]1(O)[CH2:29][CH2:28][CH2:27][CH2:26]1.CCN=C=NCCCN(C)C.Cl.CCOCC.